Task: Predict the reactants needed to synthesize the given product.. Dataset: Full USPTO retrosynthesis dataset with 1.9M reactions from patents (1976-2016) (1) Given the product [CH3:1][Si:2]([C:5]#[C:6][C:8]1[CH:9]=[CH:10][C:11]([C:14]2[CH:19]=[CH:18][CH:17]=[CH:16][N:15]=2)=[CH:12][CH:13]=1)([CH3:4])[CH3:3], predict the reactants needed to synthesize it. The reactants are: [CH3:1][Si:2]([C:5]#[CH:6])([CH3:4])[CH3:3].I[C:8]1[CH:13]=[CH:12][C:11]([C:14]2[CH:19]=[CH:18][CH:17]=[CH:16][N:15]=2)=[CH:10][CH:9]=1. (2) Given the product [O:23]1[C@@H:18]([CH2:17][N:16]2[CH2:15][CH2:14][N:8]([C:7]3[CH:9]=[CH:10][CH:11]=[CH:12][C:6]=3[C:2]3[O:1][CH:5]=[CH:4][CH:3]=3)[CH2:29][CH2:28]2)[CH2:19][O:20][C:21]2[CH:27]=[CH:26][CH:25]=[CH:24][C:22]1=2, predict the reactants needed to synthesize it. The reactants are: [O:1]1[CH:5]=[CH:4][CH:3]=[C:2]1[C:6]1[CH:12]=[CH:11][CH:10]=[CH:9][C:7]=1[NH2:8].Cl[CH2:14][CH2:15][N:16]([CH2:28][CH2:29]Cl)[CH2:17][C@@H:18]1[O:23][C:22]2[CH:24]=[CH:25][CH:26]=[CH:27][C:21]=2[O:20][CH2:19]1. (3) The reactants are: [NH2:1][C:2]1[CH:35]=[CH:34][C:5]([CH2:6][NH:7][C:8]2[N:13]=[C:12]([O:14][CH2:15][C:16]([F:19])([F:18])[F:17])[N:11]=[C:10]([NH:20][C:21]3[CH:33]=[CH:32][C:24]([C:25]([O:27][C:28]([CH3:31])([CH3:30])[CH3:29])=[O:26])=[CH:23][CH:22]=3)[N:9]=2)=[CH:4][CH:3]=1.[C:36]([O:40][C:41]([NH:43][CH2:44][C:45]([NH:47][CH2:48][C:49](O)=[O:50])=[O:46])=[O:42])([CH3:39])([CH3:38])[CH3:37].CN(C(ON1N=NC2C=CC=NC1=2)=[N+](C)C)C.F[P-](F)(F)(F)(F)F.CCN(C(C)C)C(C)C. Given the product [C:36]([O:40][C:41]([NH:43][CH2:44][C:45]([NH:47][CH2:48][C:49]([NH:1][C:2]1[CH:35]=[CH:34][C:5]([CH2:6][NH:7][C:8]2[N:13]=[C:12]([O:14][CH2:15][C:16]([F:19])([F:17])[F:18])[N:11]=[C:10]([NH:20][C:21]3[CH:33]=[CH:32][C:24]([C:25]([O:27][C:28]([CH3:30])([CH3:31])[CH3:29])=[O:26])=[CH:23][CH:22]=3)[N:9]=2)=[CH:4][CH:3]=1)=[O:50])=[O:46])=[O:42])([CH3:39])([CH3:38])[CH3:37], predict the reactants needed to synthesize it. (4) Given the product [Cl:8][C:4]1[CH:5]=[CH:6][CH:7]=[C:2]([Cl:1])[C:3]=1[CH2:9][CH2:10][O:11][CH2:12][C:13]([N:47]1[CH2:52][CH2:51][CH:50]([OH:53])[CH2:49][CH2:48]1)=[O:15], predict the reactants needed to synthesize it. The reactants are: [Cl:1][C:2]1[CH:7]=[CH:6][CH:5]=[C:4]([Cl:8])[C:3]=1[CH2:9][CH2:10][O:11][CH2:12][C:13]([OH:15])=O.CN(C(ON1N=NC2C=CC=NC1=2)=[N+](C)C)C.F[P-](F)(F)(F)(F)F.C(N(CC)CC)C.[NH:47]1[CH2:52][CH2:51][CH:50]([OH:53])[CH2:49][CH2:48]1. (5) Given the product [C:1]([O:5][C:6]([N:8]1[CH2:13][CH2:12][CH:11]([N:14]([C:15]2[C:20]([C:21]#[N:22])=[CH:19][CH:18]=[CH:17][N:16]=2)[CH3:23])[CH2:10][CH2:9]1)=[O:7])([CH3:4])([CH3:2])[CH3:3], predict the reactants needed to synthesize it. The reactants are: [C:1]([O:5][C:6]([N:8]1[CH2:13][CH2:12][CH:11]([NH:14][C:15]2[C:20]([C:21]#[N:22])=[CH:19][CH:18]=[CH:17][N:16]=2)[CH2:10][CH2:9]1)=[O:7])([CH3:4])([CH3:3])[CH3:2].[CH3:23]N(C)C=O.[H-].[Na+].IC.